From a dataset of TCR-epitope binding with 47,182 pairs between 192 epitopes and 23,139 TCRs. Binary Classification. Given a T-cell receptor sequence (or CDR3 region) and an epitope sequence, predict whether binding occurs between them. (1) The epitope is YLDAYNMMI. The TCR CDR3 sequence is CASSGGLNEQFF. Result: 1 (the TCR binds to the epitope). (2) The epitope is TLIGDCATV. The TCR CDR3 sequence is CASSPWGGDEQFF. Result: 0 (the TCR does not bind to the epitope). (3) The epitope is GILGFVFTL. The TCR CDR3 sequence is CASSSGPDSGNTIYF. Result: 1 (the TCR binds to the epitope). (4) The epitope is LPPAYTNSF. The TCR CDR3 sequence is CSARDPYRASNQPQHF. Result: 0 (the TCR does not bind to the epitope).